Predict the reaction yield, written as a fraction of the theoretical maximum amount of product (1.0 means a 100% yield; for example, 0.34 means a 34% yield). From a dataset of Reaction yield outcomes from USPTO patents with 853,638 reactions. (1) The reactants are [Br:1][C:2]1[CH:3]=[CH:4][C:5]([OH:8])=[N:6][CH:7]=1.[I:9]N1C(=O)CCC1=O. The catalyst is C(#N)C. The product is [Br:1][C:2]1[CH:3]=[C:4]([I:9])[C:5]([OH:8])=[N:6][CH:7]=1. The yield is 0.790. (2) The reactants are C(=O)([O-])[O-].[K+].[K+].I[CH2:8][CH3:9].[CH3:10][S:11][C:12]1[CH:13]=[CH:14][C:15]([OH:21])=[C:16]([CH:20]=1)[C:17]([OH:19])=[O:18].[CH3:22][C:23](=O)CC. No catalyst specified. The product is [CH3:10][S:11][C:12]1[CH:13]=[CH:14][C:15]([O:21][CH2:8][CH3:9])=[C:16]([CH:20]=1)[C:17]([O:19][CH2:22][CH3:23])=[O:18]. The yield is 0.850. (3) The reactants are [Cl:1][C:2]1[CH:26]=[CH:25][C:5]([CH2:6][C:7]2[C:16]([OH:17])=[C:15]([C:18]([OH:20])=[O:19])[C:14]3[C:9](=[C:10]4[CH2:24][CH2:23]C[CH2:21][C:11]4=[CH:12][CH:13]=3)[N:8]=2)=[CH:4][CH:3]=1.N1C2C(=CC=C3C=2CCC3)C(=O)C1=O.C(OCC(=O)CC1C=CC(Cl)=CC=1)(=O)C. No catalyst specified. The product is [Cl:1][C:2]1[CH:3]=[CH:4][C:5]([CH2:6][C:7]2[C:16]([OH:17])=[C:15]([C:18]([OH:20])=[O:19])[C:14]3[C:9]([N:8]=2)=[C:10]2[CH2:24][CH2:23][CH2:21][C:11]2=[CH:12][CH:13]=3)=[CH:25][CH:26]=1. The yield is 0.140. (4) The catalyst is CO.[C-]#N.C([N+](CCCC)(CCCC)CCCC)CCC.CN(C=O)C.C(Cl)Cl.C1(C)C=CC(S(O)(=O)=O)=CC=1. The product is [C:20]([CH2:8][CH:7]([C:4]1[CH:5]=[CH:6][CH:1]=[CH:2][CH:3]=1)[C:10]([O:12][CH3:27])=[O:11])#[N:22]. The yield is 0.580. The reactants are [CH:1]1[CH:6]=[CH:5][C:4]([CH:7]([C:10]([OH:12])=[O:11])[CH2:8]O)=[CH:3][CH:2]=1.COC(OC)(C)C.[CH2:20]([N:22](CC)CC)C.[CH3:27]S(Cl)(=O)=O.[C-]#N.[K+]. (5) The reactants are [C:1]([C:3]1[CH:4]=[C:5]([CH:21]=[CH:22][CH:23]=1)[CH2:6][O:7][C:8]1[C:16]([CH3:17])=[N:15][C:14]([CH:18]2[CH2:20][CH2:19]2)=[CH:13][C:9]=1[C:10](O)=[O:11])#[N:2].[NH2:24][C:25]1[CH:32]=[CH:31][C:28]([C:29]#[N:30])=[CH:27][CH:26]=1. No catalyst specified. The product is [C:1]([C:3]1[CH:4]=[C:5]([CH:21]=[CH:22][CH:23]=1)[CH2:6][O:7][C:8]1[C:16]([CH3:17])=[N:15][C:14]([CH:18]2[CH2:19][CH2:20]2)=[CH:13][C:9]=1[C:10]([NH:24][C:25]1[CH:32]=[CH:31][C:28]([C:29]#[N:30])=[CH:27][CH:26]=1)=[O:11])#[N:2]. The yield is 0.610.